This data is from Catalyst prediction with 721,799 reactions and 888 catalyst types from USPTO. The task is: Predict which catalyst facilitates the given reaction. (1) Reactant: [Cl:1][C:2]1[CH:3]=[C:4]2[C:8](=[CH:9][CH:10]=1)[NH:7][CH:6]=[CH:5]2.[H-].[Na+].Cl[C:14]1[N:18]([CH3:19])[N:17]=[C:16]([CH3:20])[C:15]=1[CH:21]=[O:22].O. Product: [Cl:1][C:2]1[CH:3]=[C:4]2[C:8](=[CH:9][CH:10]=1)[N:7]([C:14]1[N:18]([CH3:19])[N:17]=[C:16]([CH3:20])[C:15]=1[CH:21]=[O:22])[CH:6]=[CH:5]2. The catalyst class is: 9. (2) Reactant: [OH:1][C:2]12[CH2:8][N:5]([CH2:6][CH2:7]1)[CH2:4][CH2:3]2.[Li+].CC([N-]C(C)C)C.[CH2:17]([N:24]([C:28]1[CH:33]=[CH:32][CH:31]=[CH:30][CH:29]=1)[C:25](Cl)=[O:26])[C:18]1[CH:23]=[CH:22][CH:21]=[CH:20][CH:19]=1.C([O-])=O. Product: [N:5]12[CH2:8][C:2]([O:1][C:25](=[O:26])[N:24]([CH2:17][C:18]3[CH:23]=[CH:22][CH:21]=[CH:20][CH:19]=3)[C:28]3[CH:33]=[CH:32][CH:31]=[CH:30][CH:29]=3)([CH2:7][CH2:6]1)[CH2:3][CH2:4]2. The catalyst class is: 1. (3) Reactant: [S:1]1[CH:5]=[CH:4][C:3]([C:6]([OH:8])=O)=[CH:2]1.CN(C(ON1N=NC2C=CC=NC1=2)=[N+](C)C)C.F[P-](F)(F)(F)(F)F.CCN(C(C)C)C(C)C.[NH2:42][C:43]1[CH:48]=[CH:47][C:46]([C:49]2[S:53][C:52]([C:54]([O:56][CH3:57])=[O:55])=[C:51]([N:58]([C:62]([C@H:64]3[CH2:69][CH2:68][C@H:67]([CH3:70])[CH2:66][CH2:65]3)=[O:63])[CH:59]([CH3:61])[CH3:60])[CH:50]=2)=[CH:45][CH:44]=1. Product: [CH3:70][C@H:67]1[CH2:68][CH2:69][C@H:64]([C:62]([N:58]([CH:59]([CH3:61])[CH3:60])[C:51]2[CH:50]=[C:49]([C:46]3[CH:47]=[CH:48][C:43]([NH:42][C:6]([C:3]4[CH:4]=[CH:5][S:1][CH:2]=4)=[O:8])=[CH:44][CH:45]=3)[S:53][C:52]=2[C:54]([O:56][CH3:57])=[O:55])=[O:63])[CH2:65][CH2:66]1. The catalyst class is: 3. (4) Reactant: C(O)C.O.C(O)(=O)C.[Cl:9][C:10]1[CH:30]=[CH:29][C:13]2=[N:14][O:15][C:16]([C:17]3[CH:22]=[C:21]([O:23][CH3:24])[C:20]([O:25][CH3:26])=[C:19]([O:27][CH3:28])[CH:18]=3)=[C:12]2[CH:11]=1. Product: [NH2:14][C:13]1[CH:29]=[CH:30][C:10]([Cl:9])=[CH:11][C:12]=1[C:16]([C:17]1[CH:22]=[C:21]([O:23][CH3:24])[C:20]([O:25][CH3:26])=[C:19]([O:27][CH3:28])[CH:18]=1)=[O:15]. The catalyst class is: 415.